From a dataset of Full USPTO retrosynthesis dataset with 1.9M reactions from patents (1976-2016). Predict the reactants needed to synthesize the given product. (1) The reactants are: [C:1]([O:5][C:6]([N:8]1[CH2:12][C@@H:11]([C:13]2[CH:18]=[CH:17][CH:16]=[C:15]([C:19]([O:21]C)=[O:20])[CH:14]=2)[C@H:10]([C:23](=[O:33])[NH:24][C:25]2[CH:30]=[CH:29][CH:28]=[C:27]([C:31]#[N:32])[CH:26]=2)[CH2:9]1)=[O:7])([CH3:4])([CH3:3])[CH3:2]. Given the product [C:1]([O:5][C:6]([N:8]1[CH2:9][C@@H:10]([C:23](=[O:33])[NH:24][C:25]2[CH:30]=[CH:29][CH:28]=[C:27]([C:31]#[N:32])[CH:26]=2)[C@H:11]([C:13]2[CH:18]=[CH:17][CH:16]=[C:15]([C:19]([OH:21])=[O:20])[CH:14]=2)[CH2:12]1)=[O:7])([CH3:4])([CH3:2])[CH3:3], predict the reactants needed to synthesize it. (2) Given the product [NH:8]1[C:9]2[C:14](=[CH:13][CH:12]=[CH:11][CH:10]=2)[CH:6]=[CH:7]1, predict the reactants needed to synthesize it. The reactants are: COC(=O)[C@@H](N)C[C:6]1[C:14]2[C:9](=[CH:10][CH:11]=[CH:12][CH:13]=2)[N:8](CC2C=C(Cl)C=C(Cl)C=2)[CH:7]=1.FC(F)(F)C(O)=O. (3) Given the product [Cl:8][C:6]1[N:5]=[C:4]([N:9]2[C:13]3[CH:14]=[CH:15][CH:16]=[CH:17][C:12]=3[N:11]=[C:10]2[CH:18]([F:20])[F:19])[N:3]=[C:2]([NH:21][C:22]2[CH:23]=[N:24][CH:25]=[CH:26][CH:27]=2)[CH:7]=1, predict the reactants needed to synthesize it. The reactants are: Cl[C:2]1[CH:7]=[C:6]([Cl:8])[N:5]=[C:4]([N:9]2[C:13]3[CH:14]=[CH:15][CH:16]=[CH:17][C:12]=3[N:11]=[C:10]2[CH:18]([F:20])[F:19])[N:3]=1.[NH2:21][C:22]1[CH:23]=[N:24][CH:25]=[CH:26][CH:27]=1.[Li+].CC([N-]C(C)C)C.CC(O)=O. (4) Given the product [NH2:1][C:4]1[CH:9]=[CH:8][CH:7]=[C:6]([CH3:10])[C:5]=1[NH:11][C:12]1[N:13]=[CH:14][C:15]2[CH:21]=[C:20]([C:22]3[C:23]([Cl:33])=[C:24]([O:31][CH3:32])[CH:25]=[C:26]([O:29][CH3:30])[C:27]=3[Cl:28])[C:19](=[O:34])[N:18]([CH3:35])[C:16]=2[N:17]=1, predict the reactants needed to synthesize it. The reactants are: [N+:1]([C:4]1[CH:9]=[CH:8][CH:7]=[C:6]([CH3:10])[C:5]=1[NH:11][C:12]1[N:13]=[CH:14][C:15]2[CH:21]=[C:20]([C:22]3[C:27]([Cl:28])=[C:26]([O:29][CH3:30])[CH:25]=[C:24]([O:31][CH3:32])[C:23]=3[Cl:33])[C:19](=[O:34])[N:18]([CH3:35])[C:16]=2[N:17]=1)([O-])=O.O.[Sn](Cl)Cl.C(=O)(O)[O-].[Na+]. (5) Given the product [F:82][C:78]1[CH:77]=[CH:76][CH:75]=[C:74]2[C:79]=1[CH:80]=[CH:81][C:72]([N:6]1[CH2:5][CH2:4][N:3]([C:8](=[O:13])[C:9]([F:12])([F:10])[F:11])[C@H:2]([CH3:1])[CH2:7]1)=[CH:73]2, predict the reactants needed to synthesize it. The reactants are: [CH3:1][C@@H:2]1[CH2:7][NH:6][CH2:5][CH2:4][N:3]1[C:8](=[O:13])[C:9]([F:12])([F:11])[F:10].C1(P(C2C=CC=CC=2)C2C=CC3C(=CC=CC=3)C=2C2C3C(=CC=CC=3)C=CC=2P(C2C=CC=CC=2)C2C=CC=CC=2)C=CC=CC=1.C(=O)([O-])[O-].[Cs+].[Cs+].FC(F)(F)S(O[C:72]1[CH:81]=[CH:80][C:79]2[C:74](=[CH:75][CH:76]=[CH:77][C:78]=2[F:82])[CH:73]=1)(=O)=O.